Dataset: Retrosynthesis with 50K atom-mapped reactions and 10 reaction types from USPTO. Task: Predict the reactants needed to synthesize the given product. (1) Given the product CC(C)(C)OC(=O)N1CCC(N2C(=O)N(c3nccs3)C[C@H]2c2ccccc2)CC1, predict the reactants needed to synthesize it. The reactants are: Brc1nccs1.CC(C)(C)OC(=O)N1CCC(N2C(=O)NC[C@H]2c2ccccc2)CC1. (2) Given the product CC(C)(C)OC(=O)N1CCC(CN=[N+]=[N-])(C2CCCCC2)CC1, predict the reactants needed to synthesize it. The reactants are: CC(C)(C)OC(=O)N1CCC(COS(C)(=O)=O)(C2CCCCC2)CC1.[N-]=[N+]=[N-].